From a dataset of Reaction yield outcomes from USPTO patents with 853,638 reactions. Predict the reaction yield, written as a fraction of the theoretical maximum amount of product (1.0 means a 100% yield; for example, 0.34 means a 34% yield). (1) The reactants are [Li]CCCC.[C:6]1([C:12]2[S:13][CH:14]=[CH:15][CH:16]=2)[CH:11]=[CH:10][CH:9]=[CH:8][CH:7]=1.[Br-].[Li+].[C:19](=[S:21])=[S:20].I[CH3:23]. The catalyst is C1COCC1.[Cu]Br. The product is [C:6]1([C:12]2[S:13][C:14]([C:19]([S:21][CH3:23])=[S:20])=[CH:15][CH:16]=2)[CH:7]=[CH:8][CH:9]=[CH:10][CH:11]=1. The yield is 0.340. (2) The reactants are [CH3:1][S:2]([NH:5][C:6]1[CH:21]=[CH:20][C:9]2[NH:10][C:11]([CH2:16][C:17](O)=[O:18])=[N:12][S:13](=[O:15])(=[O:14])[C:8]=2[CH:7]=1)(=[O:4])=[O:3].C([O:24][C:25]([C@H:27]1[C@@H:32]([NH:33][CH2:34][C:35]2[CH:40]=[CH:39][C:38]([F:41])=[CH:37][CH:36]=2)[C@H:31]2[CH2:42][C@@H:28]1[CH2:29][CH2:30]2)=O)C.CN1CCOCC1.Cl.CN(C)CCCN=C=NCC.C(N(CC)CC)C. The catalyst is C(#N)C. The product is [F:41][C:38]1[CH:37]=[CH:36][C:35]([CH2:34][N:33]2[C:17](=[O:18])[C:16]([C:11]3[NH:10][C:9]4[CH:20]=[CH:21][C:6]([NH:5][S:2]([CH3:1])(=[O:4])=[O:3])=[CH:7][C:8]=4[S:13](=[O:14])(=[O:15])[N:12]=3)=[C:25]([OH:24])[C@H:27]3[C@@H:32]2[C@H:31]2[CH2:42][C@@H:28]3[CH2:29][CH2:30]2)=[CH:40][CH:39]=1. The yield is 0.780. (3) The reactants are [Cl:1][C:2]1[C:3]([O:12][C:13]2[CH:18]=[C:17]([O:19][CH2:20][CH2:21][O:22][CH3:23])[CH:16]=[CH:15][C:14]=2[CH2:24][CH2:25][C:26](O)=[O:27])=[N:4][CH:5]=[C:6]([C:8]([F:11])([F:10])[F:9])[CH:7]=1.[CH2:29]([N:35]([CH3:40])[S:36]([NH2:39])(=[O:38])=[O:37])[CH2:30][CH2:31][CH2:32][CH2:33][CH3:34].N12CCCN=C1CCCCC2.Cl. The catalyst is O1CCCC1.C(OCC)(=O)C. The product is [Cl:1][C:2]1[C:3]([O:12][C:13]2[CH:18]=[C:17]([O:19][CH2:20][CH2:21][O:22][CH3:23])[CH:16]=[CH:15][C:14]=2[CH2:24][CH2:25][C:26]([NH:39][S:36]([N:35]([CH2:29][CH2:30][CH2:31][CH2:32][CH2:33][CH3:34])[CH3:40])(=[O:38])=[O:37])=[O:27])=[N:4][CH:5]=[C:6]([C:8]([F:11])([F:10])[F:9])[CH:7]=1. The yield is 0.0800.